Dataset: Full USPTO retrosynthesis dataset with 1.9M reactions from patents (1976-2016). Task: Predict the reactants needed to synthesize the given product. (1) The reactants are: [CH:1]([N:4]1[C:10]2[CH:11]=[CH:12][CH:13]=[CH:14][C:9]=2[O:8][C@H:7]([C:15]2[CH:20]=[CH:19][CH:18]=[CH:17][CH:16]=2)[C@H:6]([NH:21]C(=O)OC(C)(C)C)[C:5]1=[O:29])([CH3:3])[CH3:2].FC(F)(F)C(O)=O. Given the product [NH2:21][C@@H:6]1[C:5](=[O:29])[N:4]([CH:1]([CH3:3])[CH3:2])[C:10]2[CH:11]=[CH:12][CH:13]=[CH:14][C:9]=2[O:8][C@@H:7]1[C:15]1[CH:20]=[CH:19][CH:18]=[CH:17][CH:16]=1, predict the reactants needed to synthesize it. (2) Given the product [CH2:32]([O:12][C:11]1[CH:10]=[CH:9][C:8]2[C:7]3([C:5]4[C:4](=[CH:3][CH:2]=[CH:1][CH:6]=4)[C:23](=[O:25])[O:24]3)[C:17]3[C:16]([O:15][C:14]=2[CH:13]=1)=[CH:21][C:20]([O:22][CH2:23][C:4]1[CH:5]=[CH:6][CH:1]=[CH:2][CH:3]=1)=[CH:19][CH:18]=3)[C:33]1[CH:38]=[CH:37][CH:36]=[CH:35][CH:34]=1, predict the reactants needed to synthesize it. The reactants are: [CH:1]1[CH:2]=[CH:3][C:4]([C:23]([OH:25])=[O:24])=[C:5]([C:7]2[C:17]3[CH:18]=[CH:19][C:20]([OH:22])=[CH:21][C:16]=3[O:15][C:14]3[C:8]=2[CH:9]=[CH:10][C:11]([CH:13]=3)=[O:12])[CH:6]=1.C([O-])([O-])=O.[Cs+].[Cs+].[CH2:32](Br)[C:33]1[CH:38]=[CH:37][CH:36]=[CH:35][CH:34]=1. (3) Given the product [CH2:15]([O:14][C:10]1[C:11]([N+:22]([O-:24])=[O:23])=[CH:12][CH:13]=[C:4]([O:3][CH2:1][CH3:2])[C:5]=1[C:6]([O:8][CH3:9])=[O:7])[CH3:16], predict the reactants needed to synthesize it. The reactants are: [CH2:1]([O:3][C:4]1[CH:13]=[CH:12][CH:11]=[C:10]([O:14][CH2:15][CH3:16])[C:5]=1[C:6]([O:8][CH3:9])=[O:7])[CH3:2].S(=O)(=O)(O)O.[N+:22]([O-])([OH:24])=[O:23].O. (4) Given the product [Cl:21][C:15]1[CH:16]=[C:17]([NH2:18])[CH:19]=[CH:20][C:14]=1[C:6]1[CH:7]=[CH:8][CH:9]=[C:4]([N+:1]([O-:3])=[O:2])[CH:5]=1, predict the reactants needed to synthesize it. The reactants are: [N+:1]([C:4]1[CH:5]=[C:6](B(O)O)[CH:7]=[CH:8][CH:9]=1)([O-:3])=[O:2].Br[C:14]1[CH:20]=[CH:19][C:17]([NH2:18])=[CH:16][C:15]=1[Cl:21].